From a dataset of NCI-60 drug combinations with 297,098 pairs across 59 cell lines. Regression. Given two drug SMILES strings and cell line genomic features, predict the synergy score measuring deviation from expected non-interaction effect. Drug 1: C1=CN(C=N1)CC(O)(P(=O)(O)O)P(=O)(O)O. Drug 2: C1CC(=O)NC(=O)C1N2C(=O)C3=CC=CC=C3C2=O. Cell line: NCIH23. Synergy scores: CSS=6.17, Synergy_ZIP=-0.118, Synergy_Bliss=-3.94, Synergy_Loewe=-5.36, Synergy_HSA=-2.77.